The task is: Predict the product of the given reaction.. This data is from Forward reaction prediction with 1.9M reactions from USPTO patents (1976-2016). (1) Given the reactants [C:1]([O:4][C:5]1[CH:10]=[CH:9][C:8](/[CH:11]=[CH:12]/[C:13](O)=[O:14])=[CH:7][C:6]=1[O:16][CH3:17])(=[O:3])[CH3:2].C(Cl)(=O)C([Cl:21])=O, predict the reaction product. The product is: [C:1]([O:4][C:5]1[CH:10]=[CH:9][C:8](/[CH:11]=[CH:12]/[C:13]([Cl:21])=[O:14])=[CH:7][C:6]=1[O:16][CH3:17])(=[O:3])[CH3:2]. (2) Given the reactants [CH2:1]([C:3]([CH2:9][CH3:10])=[C:4]1[CH:8]=[CH:7][CH:6]=[CH:5]1)[CH3:2].[CH3:11][Li].O, predict the reaction product. The product is: [CH2:1]([C:3]([C:4]1[CH2:8][CH:7]=[CH:6][CH:5]=1)([CH3:11])[CH2:9][CH3:10])[CH3:2]. (3) The product is: [CH3:1][O:2][C:3]1[CH:4]=[C:5]([CH:11]([N:16]2[CH2:24][C:23]3[C:18](=[CH:19][CH:20]=[CH:21][CH:22]=3)[C:17]2=[O:25])[CH2:12][C:13]([NH2:28])=[O:14])[CH:6]=[CH:7][C:8]=1[O:9][CH3:10]. Given the reactants [CH3:1][O:2][C:3]1[CH:4]=[C:5]([C@H:11]([N:16]2[CH2:24][C:23]3[C:18](=[CH:19][CH:20]=[CH:21][CH:22]=3)[C:17]2=[O:25])[CH2:12][C:13](O)=[O:14])[CH:6]=[CH:7][C:8]=1[O:9][CH3:10].C1N=C[N:28](C(N2C=NC=C2)=O)C=1.N, predict the reaction product. (4) Given the reactants [Br:1][C:2]1[C:3]([NH2:14])=[N:4][CH:5]=[C:6]([CH:8]2[CH2:13][CH2:12][NH:11][CH2:10][CH2:9]2)[N:7]=1.CCN(C(C)C)C(C)C.[CH3:24][S:25](Cl)(=[O:27])=[O:26], predict the reaction product. The product is: [Br:1][C:2]1[C:3]([NH2:14])=[N:4][CH:5]=[C:6]([CH:8]2[CH2:9][CH2:10][N:11]([S:25]([CH3:24])(=[O:27])=[O:26])[CH2:12][CH2:13]2)[N:7]=1.